This data is from Full USPTO retrosynthesis dataset with 1.9M reactions from patents (1976-2016). The task is: Predict the reactants needed to synthesize the given product. (1) The reactants are: C(OC([N:8]1[CH2:12][CH2:11][C:10]([NH:15][C:16]([C:18]2[N:19]=[N:20][C:21]([CH2:37][CH2:38][CH2:39][CH3:40])=[C:22]([C:24]3[CH:29]=[CH:28][C:27]([O:30][CH:31]4[CH2:36][CH2:35][CH2:34][CH2:33][CH2:32]4)=[CH:26][CH:25]=3)[CH:23]=2)=[O:17])([CH2:13][OH:14])[CH2:9]1)=O)(C)(C)C.[ClH:41]. Given the product [ClH:41].[ClH:41].[OH:14][CH2:13][C:10]1([NH:15][C:16]([C:18]2[N:19]=[N:20][C:21]([CH2:37][CH2:38][CH2:39][CH3:40])=[C:22]([C:24]3[CH:29]=[CH:28][C:27]([O:30][CH:31]4[CH2:36][CH2:35][CH2:34][CH2:33][CH2:32]4)=[CH:26][CH:25]=3)[CH:23]=2)=[O:17])[CH2:11][CH2:12][NH:8][CH2:9]1, predict the reactants needed to synthesize it. (2) The reactants are: [H-].[Na+].[CH:3]([CH:6]1[CH2:11][CH2:10][C:9](=[O:12])[CH2:8][CH2:7]1)([CH3:5])[CH3:4].[CH:13](OCC)=[O:14].C(O)C. Given the product [CH:13]([CH:8]1[CH2:7][CH:6]([CH:3]([CH3:5])[CH3:4])[CH2:11][CH2:10][C:9]1=[O:12])=[O:14], predict the reactants needed to synthesize it. (3) Given the product [Br:1][C:2]1[CH:3]=[C:4]([F:12])[C:5]([C:6]([N:24]2[CH2:25][CH2:26][N:21]([C:15]3[CH:16]=[CH:17][C:18]([CH3:20])=[CH:19][C:14]=3[CH3:13])[CH2:22][CH2:23]2)=[O:8])=[C:9]([F:11])[CH:10]=1, predict the reactants needed to synthesize it. The reactants are: [Br:1][C:2]1[CH:10]=[C:9]([F:11])[C:5]([C:6]([OH:8])=O)=[C:4]([F:12])[CH:3]=1.[CH3:13][C:14]1[CH:19]=[C:18]([CH3:20])[CH:17]=[CH:16][C:15]=1[N:21]1[CH2:26][CH2:25][NH:24][CH2:23][CH2:22]1.O.[Cl-].COC1N=C(OC)N=C([N+]2(C)CCOCC2)N=1. (4) The reactants are: Cl[C:2]1[CH:7]=[C:6]([C:8]2[N:12]([CH3:13])[C:11]3[CH:14]=[CH:15][CH:16]=[CH:17][C:10]=3[N:9]=2)[C:5]([Cl:18])=[CH:4][N:3]=1.[NH:19]1[CH2:24][CH2:23][NH:22][CH2:21][CH2:20]1.[F-].[Cs+]. Given the product [Cl:18][C:5]1[C:6]([C:8]2[N:12]([CH3:13])[C:11]3[CH:14]=[CH:15][CH:16]=[CH:17][C:10]=3[N:9]=2)=[CH:7][C:2]([N:19]2[CH2:24][CH2:23][NH:22][CH2:21][CH2:20]2)=[N:3][CH:4]=1, predict the reactants needed to synthesize it. (5) Given the product [NH2:7][C@@H:8]1[C:16]2[C:11](=[CH:12][CH:13]=[CH:14][CH:15]=2)[CH2:10][C@H:9]1[NH:17][C:18]([C:20]1[NH:24][C:23]2[S:25][C:26]([Cl:28])=[CH:27][C:22]=2[CH:21]=1)=[O:19], predict the reactants needed to synthesize it. The reactants are: C(OC(=O)[NH:7][C@@H:8]1[C:16]2[C:11](=[CH:12][CH:13]=[CH:14][CH:15]=2)[CH2:10][C@H:9]1[NH:17][C:18]([C:20]1[NH:24][C:23]2[S:25][C:26]([Cl:28])=[CH:27][C:22]=2[CH:21]=1)=[O:19])(C)(C)C.C(O)(C(F)(F)F)=O. (6) Given the product [CH3:1][C:2]1([N:14]2[CH2:19][CH2:18][CH:17]([N:20]3[C:24]4[CH:25]=[CH:26][CH:27]=[CH:28][C:23]=4[NH:22][C:21]3=[O:29])[CH2:16][CH2:15]2)[CH2:6][CH2:5][N:4]([C:7]([O:9][CH2:10][CH3:11])=[O:8])[CH2:3]1, predict the reactants needed to synthesize it. The reactants are: [CH3:1][C:2]1([N:14]2[CH2:19][CH2:18][CH:17]([N:20]3[C:24]4[CH:25]=[CH:26][CH:27]=[CH:28][C:23]=4[NH:22][C:21]3=[O:29])[CH2:16][CH2:15]2)[CH2:6][CH2:5][N:4]([C:7]([O:9][C:10](C)(C)[CH3:11])=[O:8])[CH2:3]1.FC(F)(F)C(O)=O.C(N(CC)CC)C.C(Cl)(=O)OCC.C(N)(C)(C)C. (7) Given the product [CH3:15][O:16][C:17]([CH:18]1[NH:1][C:2]2[N:3]=[CH:4][CH:5]=[CH:6][C:7]=2[CH2:8][C:9]2[CH:14]=[CH:13][CH:12]=[CH:11][C:10]1=2)=[O:22], predict the reactants needed to synthesize it. The reactants are: [NH2:1][C:2]1[C:7]([CH2:8][C:9]2[CH:14]=[CH:13][CH:12]=[CH:11][CH:10]=2)=[CH:6][CH:5]=[CH:4][N:3]=1.[CH3:15][O:16][CH:17]([O:22]C)[C:18](OC)=O.